From a dataset of Catalyst prediction with 721,799 reactions and 888 catalyst types from USPTO. Predict which catalyst facilitates the given reaction. (1) Reactant: [C:1]([C:3]1[CH:4]=[C:5]([C:13]2[S:17][C:16]([C:18]3[C:19]([CH3:35])=[C:20]4[C:25](=[CH:26][CH:27]=3)[CH2:24][N:23](C(OC(C)(C)C)=O)[CH2:22][CH2:21]4)=[N:15][N:14]=2)[CH:6]=[CH:7][C:8]=1[O:9][CH:10]([CH3:12])[CH3:11])#[N:2].[F:36][C:37]([F:42])([F:41])[C:38]([OH:40])=[O:39]. Product: [F:36][C:37]([F:42])([F:41])[C:38]([OH:40])=[O:39].[CH3:12][CH:10]([O:9][C:8]1[CH:7]=[CH:6][C:5]([C:13]2[S:17][C:16]([C:18]3[C:19]([CH3:35])=[C:20]4[C:25](=[CH:26][CH:27]=3)[CH2:24][NH:23][CH2:22][CH2:21]4)=[N:15][N:14]=2)=[CH:4][C:3]=1[C:1]#[N:2])[CH3:11]. The catalyst class is: 390. (2) Reactant: [C:1]([O:9][CH2:10][C@@H:11]1[CH2:15][C@H:14]([OH:16])[CH:13]([O:17][CH3:18])[O:12]1)(=[O:8])[C:2]1[CH:7]=[CH:6][CH:5]=[CH:4][CH:3]=1.N1C=CC=CC=1.[F:25][C:26]([F:39])([F:38])[S:27](O[S:27]([C:26]([F:39])([F:38])[F:25])(=[O:29])=[O:28])(=[O:29])=[O:28]. Product: [C:1]([O:9][CH2:10][C@@H:11]1[CH2:15][C@H:14]([O:16][S:27]([C:26]([F:39])([F:38])[F:25])(=[O:29])=[O:28])[CH:13]([O:17][CH3:18])[O:12]1)(=[O:8])[C:2]1[CH:3]=[CH:4][CH:5]=[CH:6][CH:7]=1. The catalyst class is: 79. (3) Reactant: FC(F)(F)C(O)=O.C(OC([N:15]1[CH:24]=[CH:23][C:22]2[C:17](=[CH:18][CH:19]=[C:20]([NH:25][C:26]([NH:28][C:29]3[CH:34]=[C:33]([CH3:35])[CH:32]=[CH:31][C:30]=3[O:36][CH3:37])=[O:27])[CH:21]=2)[CH2:16]1)=O)(C)(C)C.C1(OC)C=CC=CC=1. Product: [CH3:37][O:36][C:30]1[CH:31]=[CH:32][C:33]([CH3:35])=[CH:34][C:29]=1[NH:28][C:26]([NH:25][C:20]1[CH:21]=[C:22]2[C:17](=[CH:18][CH:19]=1)[CH2:16][NH:15][CH2:24][CH2:23]2)=[O:27]. The catalyst class is: 4. (4) Reactant: [CH3:1][N:2]1[CH:6]=[C:5]([C:7]2[CH:12]=[C:11]([O:13][C:14]3[CH:29]=[CH:28][C:17]4[N:18]=[C:19]([NH:21][C@H:22]5[CH2:27][CH2:26][CH2:25][NH:24][CH2:23]5)[S:20][C:16]=4[CH:15]=3)[CH:10]=[CH:9][N:8]=2)[CH:4]=[N:3]1.CCN(C(C)C)C(C)C.[CH:39]1([S:42](Cl)(=[O:44])=[O:43])[CH2:41][CH2:40]1. Product: [CH:39]1([S:42]([N:24]2[CH2:25][CH2:26][CH2:27][C@H:22]([NH:21][C:19]3[S:20][C:16]4[CH:15]=[C:14]([O:13][C:11]5[CH:10]=[CH:9][N:8]=[C:7]([C:5]6[CH:4]=[N:3][N:2]([CH3:1])[CH:6]=6)[CH:12]=5)[CH:29]=[CH:28][C:17]=4[N:18]=3)[CH2:23]2)(=[O:44])=[O:43])[CH2:41][CH2:40]1. The catalyst class is: 37.